From a dataset of Full USPTO retrosynthesis dataset with 1.9M reactions from patents (1976-2016). Predict the reactants needed to synthesize the given product. (1) Given the product [CH:1]1([NH:4][C:5]2[N:10]3[N:11]=[CH:12][C:13](/[CH:14]=[C:15]4/[C:16](=[O:21])[NH:17][C:18](=[O:20])[NH:19]/4)=[C:9]3[N:8]=[C:7]([N:41]3[CH:40]=[CH:39][N:43]=[CH:42]3)[N:6]=2)[CH2:3][CH2:2]1, predict the reactants needed to synthesize it. The reactants are: [CH:1]1([NH:4][C:5]2[N:10]3[N:11]=[CH:12][C:13](/[CH:14]=[C:15]4/[C:16](=[O:21])[NH:17][C:18](=[O:20])[NH:19]/4)=[C:9]3[N:8]=[C:7](S(C)=O)[N:6]=2)[CH2:3][CH2:2]1.C1(NC2N3N=CC(/C=[C:39]4/[C:40](=O)[NH:41][C:42](=O)[NH:43]/4)=C3N=C(S(C)(=O)=O)N=2)CC1.N1C=CN=C1. (2) Given the product [Cl:39][CH2:40][C:41]([N:24]1[CH2:23][CH2:22][CH:21]([CH2:20][O:19][C:13]2[CH:12]=[C:11]3[C:16]([C:7]([NH:6][C:5]4[CH:27]=[CH:28][C:2]([Cl:1])=[CH:3][C:4]=4[F:29])=[N:8][CH:9]=[N:10]3)=[CH:15][C:14]=2[O:17][CH3:18])[CH2:26][CH2:25]1)=[O:42], predict the reactants needed to synthesize it. The reactants are: [Cl:1][C:2]1[CH:28]=[CH:27][C:5]([NH:6][C:7]2[C:16]3[C:11](=[CH:12][C:13]([O:19][CH2:20][CH:21]4[CH2:26][CH2:25][NH:24][CH2:23][CH2:22]4)=[C:14]([O:17][CH3:18])[CH:15]=3)[N:10]=[CH:9][N:8]=2)=[C:4]([F:29])[CH:3]=1.C(N(C(C)C)CC)(C)C.[Cl:39][CH2:40][C:41](Cl)=[O:42]. (3) Given the product [F:18][C:3]1[CH:4]([NH:9][C:10]([C@@H:12]2[CH2:17][C@@H:16]3[C@@H:14]([CH2:15]3)[N:13]2[C:57](=[O:58])[CH2:56][N:41]2[C:42]3[C:47](=[CH:46][C:45]([O:48][CH2:49][C:50]4[N:51]=[CH:52][CH:53]=[CH:54][N:55]=4)=[CH:44][CH:43]=3)[C:39]([C:36](=[O:38])[CH3:37])=[N:40]2)=[O:11])[CH2:5][CH2:6][CH2:7][CH:8]=1, predict the reactants needed to synthesize it. The reactants are: Cl.F[C:3]1([F:18])[CH2:8][CH2:7][CH2:6][CH2:5][CH:4]1[NH:9][C:10]([C@@H:12]1[CH2:17][C@@H:16]2[C@@H:14]([CH2:15]2)[NH:13]1)=[O:11].Cl.FC1C(NC([C@@H]2C[C@@H]3[C@@H](C3)N2)=O)CCCC=1.[C:36]([C:39]1[C:47]2[C:42](=[CH:43][CH:44]=[C:45]([O:48][CH2:49][C:50]3[N:55]=[CH:54][CH:53]=[CH:52][N:51]=3)[CH:46]=2)[N:41]([CH2:56][C:57](O)=[O:58])[N:40]=1)(=[O:38])[CH3:37].CN(C(ON1N=NC2C=CC=CC1=2)=[N+](C)C)C.F[P-](F)(F)(F)(F)F.CCN(C(C)C)C(C)C. (4) Given the product [CH:1](=[N:17][C:13]1[CH:12]=[C:11]([O:10][CH3:9])[N:16]=[CH:15][N:14]=1)[C:2]1[CH:7]=[CH:6][CH:5]=[CH:4][CH:3]=1, predict the reactants needed to synthesize it. The reactants are: [CH:1](=O)[C:2]1[CH:7]=[CH:6][CH:5]=[CH:4][CH:3]=1.[CH3:9][O:10][C:11]1[N:16]=[CH:15][N:14]=[C:13]([NH2:17])[CH:12]=1. (5) Given the product [C:20]([C:23]1[CH:28]=[CH:27][C:26]([C:15]2[CH:16]=[CH:17][C:12]([O:11][CH2:10][C:8]3[CH:9]=[C:5]([C:3]([OH:2])=[O:4])[O:6][C:7]=3[CH3:19])=[CH:13][CH:14]=2)=[CH:25][CH:24]=1)(=[O:22])[CH3:21], predict the reactants needed to synthesize it. The reactants are: C[O:2][C:3]([C:5]1[O:6][C:7]([CH3:19])=[C:8]([CH2:10][O:11][C:12]2[CH:17]=[CH:16][C:15](I)=[CH:14][CH:13]=2)[CH:9]=1)=[O:4].[C:20]([C:23]1[CH:28]=[CH:27][C:26](B(O)O)=[CH:25][CH:24]=1)(=[O:22])[CH3:21].CN(C)C=O.C([O-])(=O)C.[K+]. (6) The reactants are: Cl.[C:2]1([CH2:8][CH2:9][C:10]2[N:11]=[C:12]([CH:15]3[CH2:20][CH2:19][NH:18][CH2:17][CH2:16]3)[S:13][CH:14]=2)[CH:7]=[CH:6][CH:5]=[CH:4][CH:3]=1.[Cl:21][C:22]1[CH:27]=[CH:26][C:25]([C:28]([F:31])([F:30])[F:29])=[CH:24][C:23]=1[CH2:32][C:33](O)=[O:34]. Given the product [Cl:21][C:22]1[CH:27]=[CH:26][C:25]([C:28]([F:30])([F:31])[F:29])=[CH:24][C:23]=1[CH2:32][C:33]([N:18]1[CH2:19][CH2:20][CH:15]([C:12]2[S:13][CH:14]=[C:10]([CH2:9][CH2:8][C:2]3[CH:7]=[CH:6][CH:5]=[CH:4][CH:3]=3)[N:11]=2)[CH2:16][CH2:17]1)=[O:34], predict the reactants needed to synthesize it. (7) Given the product [C:30]([CH2:2][C:3]1[CH:8]=[CH:7][C:6]([S:9]([NH:12][C@@H:13]([C:15]2[N:19]([CH2:20][CH3:21])[C:18]3[CH:22]=[C:23]([C:26]([F:29])([F:28])[F:27])[CH:24]=[CH:25][C:17]=3[N:16]=2)[CH3:14])(=[O:11])=[O:10])=[CH:5][CH:4]=1)#[N:32], predict the reactants needed to synthesize it. The reactants are: Cl[CH2:2][C:3]1[CH:8]=[CH:7][C:6]([S:9]([NH:12][C@@H:13]([C:15]2[N:19]([CH2:20][CH3:21])[C:18]3[CH:22]=[C:23]([C:26]([F:29])([F:28])[F:27])[CH:24]=[CH:25][C:17]=3[N:16]=2)[CH3:14])(=[O:11])=[O:10])=[CH:5][CH:4]=1.[C:30](#[N:32])C.[F-].C([N+](CCCC)(CCCC)CCCC)CCC. (8) Given the product [CH3:4][N:5]([CH3:12])[C:6]([NH:8][C:9]([NH2:11])=[NH:10])=[NH:7].[CH:13]1([N:19]([C@H:33]2[CH2:34][CH2:35][C@H:36]([O:39][CH2:40][CH2:41][CH3:42])[CH2:37][CH2:38]2)[C:20](=[O:32])[NH:21][C:22]2[S:23][C:24]([S:27][CH2:28][C:29]([OH:31])=[O:30])=[CH:25][N:26]=2)[CH2:14][CH2:15][CH2:16][CH2:17][CH2:18]1, predict the reactants needed to synthesize it. The reactants are: [OH-].[Na+].Cl.[CH3:4][N:5]([CH3:12])[C:6]([NH:8][C:9]([NH2:11])=[NH:10])=[NH:7].[CH:13]1([N:19]([C@H:33]2[CH2:38][CH2:37][C@H:36]([O:39][CH2:40][CH2:41][CH3:42])[CH2:35][CH2:34]2)[C:20](=[O:32])[NH:21][C:22]2[S:23][C:24]([S:27][CH2:28][C:29]([OH:31])=[O:30])=[CH:25][N:26]=2)[CH2:18][CH2:17][CH2:16][CH2:15][CH2:14]1.